From a dataset of Full USPTO retrosynthesis dataset with 1.9M reactions from patents (1976-2016). Predict the reactants needed to synthesize the given product. (1) Given the product [CH3:1][C:2]1[S:3][C:4]([C:7]2[C:15]3[C:14]([C:16]4[CH:17]=[C:18]([CH:19]=[CH:20][CH:21]=4)[NH2:22])=[N:13][CH:12]=[N:11][C:10]=3[N:9]([CH2:25][O:26][CH2:27][CH2:28][Si:29]([CH3:30])([CH3:32])[CH3:31])[CH:8]=2)=[N:5][N:6]=1, predict the reactants needed to synthesize it. The reactants are: [CH3:1][C:2]1[S:3][C:4]([C:7]2[C:15]3[C:14]([C:16]4[CH:21]=[CH:20][CH:19]=[C:18]([N+:22]([O-])=O)[CH:17]=4)=[N:13][CH:12]=[N:11][C:10]=3[N:9]([CH2:25][O:26][CH2:27][CH2:28][Si:29]([CH3:32])([CH3:31])[CH3:30])[CH:8]=2)=[N:5][N:6]=1. (2) Given the product [Cl:27][CH2:26][CH2:25][CH2:24][O:1][C:2]1[CH:3]=[C:4]([CH:9]=[CH:10][C:11]=1[O:12][CH3:13])[C:5]([O:7][CH3:8])=[O:6], predict the reactants needed to synthesize it. The reactants are: [OH:1][C:2]1[CH:3]=[C:4]([CH:9]=[CH:10][C:11]=1[O:12][CH3:13])[C:5]([O:7][CH3:8])=[O:6].C1(C)C=CC(S(O[CH2:24][CH2:25][CH2:26][Cl:27])(=O)=O)=CC=1.C(=O)([O-])[O-].[K+].[K+]. (3) Given the product [CH:13]([C:15]1[CH:20]=[CH:19][C:18]([CH2:8][S:1][C:2]2[N:7]=[CH:6][CH:5]=[CH:4][N:3]=2)=[CH:17][CH:16]=1)=[CH2:14], predict the reactants needed to synthesize it. The reactants are: [SH:1][C:2]1[N:7]=[CH:6][CH:5]=[CH:4][N:3]=1.[CH2:8](O[K])C.[Cl-].[CH:13]([C:15]1[CH:20]=[CH:19][CH:18]=[CH:17][CH:16]=1)=[CH2:14]. (4) Given the product [Cl:22][CH2:23][C:24]([NH:1][CH2:2][C@H:3]([OH:21])[C@@H:4]([O:11][C:12]1[CH:17]=[CH:16][C:15]([Cl:18])=[CH:14][C:13]=1[O:19][CH3:20])[C:5]1[CH:10]=[CH:9][CH:8]=[CH:7][CH:6]=1)=[O:25], predict the reactants needed to synthesize it. The reactants are: [NH2:1][CH2:2][C@H:3]([OH:21])[C@@H:4]([O:11][C:12]1[CH:17]=[CH:16][C:15]([Cl:18])=[CH:14][C:13]=1[O:19][CH3:20])[C:5]1[CH:10]=[CH:9][CH:8]=[CH:7][CH:6]=1.[Cl:22][CH2:23][C:24](Cl)=[O:25]. (5) Given the product [NH2:1][C:2](=[O:36])[C@@H:3]([NH:20][C:21]([C@@H:23]1[CH2:28][CH2:27][CH2:26][CH2:25][N:24]1[C:29]([O:31][C:32]([CH3:33])([CH3:35])[CH3:34])=[O:30])=[O:22])[CH2:4][C:5]1[CH:10]=[CH:9][C:8]([C:38]2[CH:43]=[CH:42][C:41]([CH2:44][C:45]#[N:46])=[C:40]([S:47]([CH3:50])(=[O:49])=[O:48])[CH:39]=2)=[CH:7][CH:6]=1, predict the reactants needed to synthesize it. The reactants are: [NH2:1][C:2](=[O:36])[C@@H:3]([NH:20][C:21]([C@@H:23]1[CH2:28][CH2:27][CH2:26][CH2:25][N:24]1[C:29]([O:31][C:32]([CH3:35])([CH3:34])[CH3:33])=[O:30])=[O:22])[CH2:4][C:5]1[CH:10]=[CH:9][C:8](B2OC(C)(C)C(C)(C)O2)=[CH:7][CH:6]=1.Br[C:38]1[CH:43]=[CH:42][C:41]([CH2:44][C:45]#[N:46])=[C:40]([S:47]([CH3:50])(=[O:49])=[O:48])[CH:39]=1.C(=O)([O-])[O-].[K+].[K+]. (6) Given the product [NH:18]([C:25]1[C:30]([Br:31])=[CH:29][N:28]=[C:27]([NH:13][C:12]2[CH:11]=[CH:10][C:9]([C:7](=[O:8])[NH:6][CH2:5][CH2:4][N:3]([CH2:1][CH3:2])[CH2:16][CH3:17])=[CH:15][CH:14]=2)[N:26]=1)[C:19]1[CH:24]=[CH:23][CH:22]=[CH:21][CH:20]=1, predict the reactants needed to synthesize it. The reactants are: [CH2:1]([N:3]([CH2:16][CH3:17])[CH2:4][CH2:5][NH:6][C:7]([C:9]1[CH:15]=[CH:14][C:12]([NH2:13])=[CH:11][CH:10]=1)=[O:8])[CH3:2].[NH:18]([C:25]1[C:30]([Br:31])=[CH:29][N:28]=[C:27](Cl)[N:26]=1)[C:19]1[CH:24]=[CH:23][CH:22]=[CH:21][CH:20]=1.